Dataset: Catalyst prediction with 721,799 reactions and 888 catalyst types from USPTO. Task: Predict which catalyst facilitates the given reaction. The catalyst class is: 1. Product: [I:1][C:2]1[CH:3]=[CH:4][CH:5]=[C:6]2[C:11]=1[N:10]=[C:9]([S:12][CH3:15])[N:8]([CH3:13])[C:7]2=[O:14]. Reactant: [I:1][C:2]1[CH:3]=[CH:4][CH:5]=[C:6]2[C:11]=1[NH:10][C:9](=[S:12])[N:8]([CH3:13])[C:7]2=[O:14].[C:15]([O-])([O-])=O.[K+].[K+].CI.